Dataset: Catalyst prediction with 721,799 reactions and 888 catalyst types from USPTO. Task: Predict which catalyst facilitates the given reaction. Reactant: [Si:1]([O:18][C@@H:19]1[CH2:24][CH2:23][CH2:22][C@H:21]([C:25]([OH:27])=[O:26])[CH2:20]1)([C:14]([CH3:17])([CH3:16])[CH3:15])([C:8]1[CH:13]=[CH:12][CH:11]=[CH:10][CH:9]=1)[C:2]1[CH:7]=[CH:6][CH:5]=[CH:4][CH:3]=1.[OH-].[Na+].Cl.[CH:31](O)(C)C. Product: [Si:1]([O:18][C@@H:19]1[CH2:24][CH2:23][CH2:22][C@H:21]([C:25]([O:27][CH3:31])=[O:26])[CH2:20]1)([C:14]([CH3:17])([CH3:15])[CH3:16])([C:8]1[CH:13]=[CH:12][CH:11]=[CH:10][CH:9]=1)[C:2]1[CH:3]=[CH:4][CH:5]=[CH:6][CH:7]=1. The catalyst class is: 6.